This data is from Forward reaction prediction with 1.9M reactions from USPTO patents (1976-2016). The task is: Predict the product of the given reaction. (1) Given the reactants [CH2:1]([O:3][C:4]([C:6]1[CH:7]=[N:8][NH:9][C:10]=1[NH2:11])=[O:5])[CH3:2].C([O-])([O-])=O.[Na+].[Na+].Br[CH:19]([CH3:28])[C:20]([C:22]1[CH:27]=[CH:26][CH:25]=[CH:24][CH:23]=1)=[O:21].CCOC(C)=O.CCCCCC, predict the reaction product. The product is: [CH2:1]([O:3][C:4]([C:6]1[CH:7]=[N:8][N:9]([CH:19]([CH3:28])[C:20](=[O:21])[C:22]2[CH:27]=[CH:26][CH:25]=[CH:24][CH:23]=2)[C:10]=1[NH2:11])=[O:5])[CH3:2]. (2) Given the reactants [O:1]=[C:2]1[NH:6][C:5]2[S:7][C:8]([C:10]([OH:12])=O)=[CH:9][C:4]=2/[C:3]/1=[CH:13]/[C:14]1[NH:15][CH:16]=[CH:17][CH:18]=1.O[N:20]1[C:24]2C=CC=[CH:28][C:23]=2N=N1.C(N)CC.Cl.CON(OC)CCCN=C=NCC.C(N(C(C)C)CC)(C)C, predict the reaction product. The product is: [O:1]=[C:2]1[NH:6][C:5]2[S:7][C:8]([C:10]([NH:20][CH2:24][CH2:23][CH3:28])=[O:12])=[CH:9][C:4]=2/[C:3]/1=[CH:13]/[C:14]1[NH:15][CH:16]=[CH:17][CH:18]=1. (3) Given the reactants [Cl:1][C:2]1[CH:7]=[CH:6][C:5]([S:8](Cl)(=[O:10])=[O:9])=[CH:4][C:3]=1[C:12]1[C:20]2[C:15](=[N:16][C:17]([O:21][C:22]3[CH:27]=[CH:26][C:25]([F:28])=[CH:24][C:23]=3[F:29])=[N:18][CH:19]=2)[NH:14][N:13]=1.[NH3:30], predict the reaction product. The product is: [Cl:1][C:2]1[CH:7]=[CH:6][C:5]([S:8]([NH2:30])(=[O:10])=[O:9])=[CH:4][C:3]=1[C:12]1[C:20]2[C:15](=[N:16][C:17]([O:21][C:22]3[CH:27]=[CH:26][C:25]([F:28])=[CH:24][C:23]=3[F:29])=[N:18][CH:19]=2)[NH:14][N:13]=1. (4) The product is: [CH2:24]([N:31]1[CH2:3][C:2]([CH3:5])([CH3:1])[N:6]([C:7]2[S:8][CH:9]=[C:10]([C:12]3[CH:19]=[CH:18][C:15]([C:16]#[N:17])=[CH:14][CH:13]=3)[N:11]=2)[C:20]1=[O:23])[C:25]1[CH:30]=[CH:29][CH:28]=[CH:27][CH:26]=1. Given the reactants [CH3:1][C:2]([NH:6][C:7]1[S:8][CH:9]=[C:10]([C:12]2[CH:19]=[CH:18][C:15]([C:16]#[N:17])=[CH:14][CH:13]=2)[N:11]=1)([CH3:5])[CH:3]=O.[C:20]([OH:23])(=O)C.[CH2:24]([NH2:31])[C:25]1[CH:30]=[CH:29][CH:28]=[CH:27][CH:26]=1.C([BH3-])#N.[Na+].C(N(CC)CC)C.ClC(Cl)(OC(=O)OC(Cl)(Cl)Cl)Cl.C([O-])(O)=O.[Na+], predict the reaction product. (5) Given the reactants [CH3:1][C:2]1[CH:7]=[C:6]([NH2:8])[CH:5]=[CH:4][N:3]=1.C[Al](C)C.CCCCCCC.C([O:22][C:23]([C:25]1[N:26]=[C:27]([CH3:37])[S:28][C:29]=1[NH:30][C:31]1[CH:32]=[N:33][CH:34]=[CH:35][CH:36]=1)=O)C, predict the reaction product. The product is: [CH3:1][C:2]1[CH:7]=[C:6]([NH:8][C:23]([C:25]2[N:26]=[C:27]([CH3:37])[S:28][C:29]=2[NH:30][C:31]2[CH:32]=[N:33][CH:34]=[CH:35][CH:36]=2)=[O:22])[CH:5]=[CH:4][N:3]=1. (6) Given the reactants C(OC([N:8]1[CH2:13][CH2:12][CH:11]([O:14][C:15]2[CH:16]=[CH:17][C:18]3[CH:22]([CH2:23][C:24]([OH:26])=[O:25])[O:21][B:20]([OH:27])[C:19]=3[CH:28]=2)[CH2:10][CH2:9]1)=O)(C)(C)C.Cl, predict the reaction product. The product is: [OH:27][B:20]1[C:19]2[CH:28]=[C:15]([O:14][CH:11]3[CH2:10][CH2:9][NH:8][CH2:13][CH2:12]3)[CH:16]=[CH:17][C:18]=2[CH:22]([CH2:23][C:24]([OH:26])=[O:25])[O:21]1.